From a dataset of Peptide-MHC class I binding affinity with 185,985 pairs from IEDB/IMGT. Regression. Given a peptide amino acid sequence and an MHC pseudo amino acid sequence, predict their binding affinity value. This is MHC class I binding data. The peptide sequence is KPARGGSSI. The MHC is HLA-B48:01 with pseudo-sequence HLA-B48:01. The binding affinity (normalized) is 0.0847.